From a dataset of Full USPTO retrosynthesis dataset with 1.9M reactions from patents (1976-2016). Predict the reactants needed to synthesize the given product. (1) Given the product [CH3:32][O:31][C:27]1[CH:26]=[C:24]([NH:25][C:2]2[N:7]=[C:6]([NH:8][C:9]3[CH:13]=[C:12]([C:14]4[CH:19]=[CH:18][CH:17]=[CH:16][CH:15]=4)[O:11][N:10]=3)[CH:5]=[CH:4][N:3]=2)[CH:23]=[C:22]([O:21][CH3:20])[C:28]=1[O:29][CH3:30], predict the reactants needed to synthesize it. The reactants are: Cl[C:2]1[N:7]=[C:6]([NH:8][C:9]2[CH:13]=[C:12]([C:14]3[CH:19]=[CH:18][CH:17]=[CH:16][CH:15]=3)[O:11][N:10]=2)[CH:5]=[CH:4][N:3]=1.[CH3:20][O:21][C:22]1[CH:23]=[C:24]([CH:26]=[C:27]([O:31][CH3:32])[C:28]=1[O:29][CH3:30])[NH2:25]. (2) Given the product [F:3][C:4]1[CH:9]=[CH:8][CH:7]=[CH:6][C:5]=1/[CH:10]=[CH:11]/[C:12]([NH:14][CH2:15][CH2:16][C:17]([OH:19])=[O:18])=[O:13], predict the reactants needed to synthesize it. The reactants are: [OH-].[Na+].[F:3][C:4]1[CH:9]=[CH:8][CH:7]=[CH:6][C:5]=1/[CH:10]=[CH:11]/[C:12]([NH:14][CH2:15][CH2:16][C:17]([O:19]C)=[O:18])=[O:13].